This data is from Forward reaction prediction with 1.9M reactions from USPTO patents (1976-2016). The task is: Predict the product of the given reaction. (1) Given the reactants Cl.[N+:2]([C:5]1[CH:10]=[CH:9][C:8]([C:11]2[S:15][C:14]([CH2:16][CH2:17][NH2:18])=[N:13][CH:12]=2)=[CH:7][CH:6]=1)([O-:4])=[O:3].[S:19](O[S:19]([C:22]([F:25])([F:24])[F:23])(=[O:21])=[O:20])([C:22]([F:25])([F:24])[F:23])(=[O:21])=[O:20].C(N(CC)CC)C, predict the reaction product. The product is: [F:23][C:22]([F:25])([F:24])[S:19]([NH:18][CH2:17][CH2:16][C:14]1[S:15][C:11]([C:8]2[CH:7]=[CH:6][C:5]([N+:2]([O-:4])=[O:3])=[CH:10][CH:9]=2)=[CH:12][N:13]=1)(=[O:21])=[O:20]. (2) Given the reactants [C:1]([C:3]1[CH:8]=[C:7]([CH3:9])[CH:6]=[CH:5][C:4]=1[C:10]1[CH:15]=[C:14]([O:16][C:17]2[S:18][CH:19]=[CH:20][N:21]=2)[CH:13]=[C:12]([C:22]([O:24]C)=[O:23])[CH:11]=1)#[N:2].[OH-].[Li+].Cl, predict the reaction product. The product is: [C:1]([C:3]1[CH:8]=[C:7]([CH3:9])[CH:6]=[CH:5][C:4]=1[C:10]1[CH:15]=[C:14]([O:16][C:17]2[S:18][CH:19]=[CH:20][N:21]=2)[CH:13]=[C:12]([C:22]([OH:24])=[O:23])[CH:11]=1)#[N:2]. (3) Given the reactants [C:1]1([S:7]([N:10]2[CH2:14][CH:13]([C:15]3[CH:20]=[CH:19][CH:18]=[C:17](Br)[CH:16]=3)[N:12]([CH:22]([CH3:24])[CH3:23])[C:11]2=[O:25])(=[O:9])=[O:8])[CH:6]=[CH:5][CH:4]=[CH:3][CH:2]=1.[Cl:26][C:27]1[CH:28]=[CH:29][C:30]([CH3:36])=[C:31](B(O)O)[CH:32]=1.C(=O)([O-])[O-].[Na+].[Na+], predict the reaction product. The product is: [C:1]1([S:7]([N:10]2[CH2:14][CH:13]([C:15]3[CH:16]=[C:17]([C:29]4[CH:28]=[C:27]([Cl:26])[CH:32]=[CH:31][C:30]=4[CH3:36])[CH:18]=[CH:19][CH:20]=3)[N:12]([CH:22]([CH3:24])[CH3:23])[C:11]2=[O:25])(=[O:9])=[O:8])[CH:6]=[CH:5][CH:4]=[CH:3][CH:2]=1. (4) Given the reactants [BH-](OC(C)=O)(OC(C)=O)OC(C)=O.[Na+].[NH:15]1[CH2:19][CH2:18][CH2:17][CH2:16]1.[CH2:20]([N:27]1[CH2:31][CH2:30][CH2:29][C:28]1=O)[C:21]1[CH:26]=[CH:25][CH:24]=[CH:23][CH:22]=1.C([O-])(O)=O.[Na+], predict the reaction product. The product is: [CH2:20]([N:27]1[CH2:31][CH2:30][CH:29]([N:15]2[CH2:19][CH2:18][CH2:17][CH2:16]2)[CH2:28]1)[C:21]1[CH:26]=[CH:25][CH:24]=[CH:23][CH:22]=1. (5) Given the reactants [CH2:1]([C:8]1[CH:9]=[N:10][C:11]2[C:16]([C:17]=1[C:18]1[CH:19]=[C:20]([CH:23]=[CH:24][CH:25]=1)[CH:21]=O)=[CH:15][CH:14]=[CH:13][C:12]=2[C:26]([F:29])([F:28])[F:27])[C:2]1[CH:7]=[CH:6][CH:5]=[CH:4][CH:3]=1.[NH2:30][C:31]1[C:39]([CH3:40])=[CH:38][C:34]([C:35]([OH:37])=[O:36])=[C:33]([CH3:41])[CH:32]=1, predict the reaction product. The product is: [CH2:1]([C:8]1[CH:9]=[N:10][C:11]2[C:16]([C:17]=1[C:18]1[CH:19]=[C:20]([CH:23]=[CH:24][CH:25]=1)[CH2:21][NH:30][C:31]1[C:39]([CH3:40])=[CH:38][C:34]([C:35]([OH:37])=[O:36])=[C:33]([CH3:41])[CH:32]=1)=[CH:15][CH:14]=[CH:13][C:12]=2[C:26]([F:29])([F:28])[F:27])[C:2]1[CH:3]=[CH:4][CH:5]=[CH:6][CH:7]=1. (6) The product is: [CH3:14][O:10][C:9]([C:7]1[S:8][C:4]([C:1](=[O:3])[CH3:2])=[CH:5][CH:6]=1)=[O:11]. Given the reactants [C:1]([C:4]1[S:8][C:7]([C:9]([OH:11])=[O:10])=[CH:6][CH:5]=1)(=[O:3])[CH3:2].CI.[C:14]([O-])([O-])=O.[Na+].[Na+], predict the reaction product.